Dataset: Catalyst prediction with 721,799 reactions and 888 catalyst types from USPTO. Task: Predict which catalyst facilitates the given reaction. (1) Reactant: [Cl:1][C:2]1[CH:7]=[CH:6][C:5]([CH:8]([C:36]2[CH:41]=[CH:40][C:39]([Cl:42])=[CH:38][CH:37]=2)[C:9]2[CH:10]=[C:11]3[C:16](=[CH:17][CH:18]=2)[N:15]=[CH:14][N:13]=[C:12]3[NH:19][CH:20]2[CH2:25][CH2:24][N:23]([C:26]3[CH:35]=[CH:34][C:29]([C:30]([O:32]C)=[O:31])=[CH:28][CH:27]=3)[CH2:22][CH2:21]2)=[CH:4][CH:3]=1.[OH-].[Na+].Cl. Product: [Cl:1][C:2]1[CH:7]=[CH:6][C:5]([CH:8]([C:36]2[CH:37]=[CH:38][C:39]([Cl:42])=[CH:40][CH:41]=2)[C:9]2[CH:10]=[C:11]3[C:16](=[CH:17][CH:18]=2)[N:15]=[CH:14][N:13]=[C:12]3[NH:19][CH:20]2[CH2:21][CH2:22][N:23]([C:26]3[CH:35]=[CH:34][C:29]([C:30]([OH:32])=[O:31])=[CH:28][CH:27]=3)[CH2:24][CH2:25]2)=[CH:4][CH:3]=1. The catalyst class is: 5. (2) Reactant: [CH3:1][O:2][C:3]1[C:4]([CH:33]=[C:34]([CH3:36])[CH3:35])=[CH:5][C:6]2[C:12]3[N:13]([C:28]4[CH:32]=[CH:31][S:30][CH:29]=4)[N:14]=[C:15]([C:16]([N:18]4[CH2:24][CH2:23][CH2:22][CH:21]([C:25](O)=[O:26])[CH2:20][CH2:19]4)=[O:17])[C:11]=3[CH2:10][O:9][C:7]=2[CH:8]=1.C(N1C=CN=C1)([N:39]1C=CN=C1)=O.C([O-])(=O)C.[NH4+].O. Product: [CH3:1][O:2][C:3]1[C:4]([CH:33]=[C:34]([CH3:36])[CH3:35])=[CH:5][C:6]2[C:12]3[N:13]([C:28]4[CH:32]=[CH:31][S:30][CH:29]=4)[N:14]=[C:15]([C:16]([N:18]4[CH2:24][CH2:23][CH2:22][CH:21]([C:25]([NH2:39])=[O:26])[CH2:20][CH2:19]4)=[O:17])[C:11]=3[CH2:10][O:9][C:7]=2[CH:8]=1. The catalyst class is: 16. (3) Reactant: [CH2:1]([CH2:3][C:4]([O:7][C:8]1[CH:13]=[CH:12][C:11]([CH2:14][CH2:15][N:16]=[N+]=[N-])=[CH:10][CH:9]=1)([CH3:6])[CH3:5])[CH3:2]. Product: [CH2:1]([CH2:3][C:4]([O:7][C:8]1[CH:9]=[CH:10][C:11]([CH2:14][CH2:15][NH2:16])=[CH:12][CH:13]=1)([CH3:5])[CH3:6])[CH3:2]. The catalyst class is: 19.